Dataset: Catalyst prediction with 721,799 reactions and 888 catalyst types from USPTO. Task: Predict which catalyst facilitates the given reaction. (1) Reactant: Br[C:2]1[CH:7]=[C:6]([CH3:8])[CH:5]=[CH:4][C:3]=1[O:9][CH3:10].[CH:11]1[C:23]2[NH:22][C:21]3[C:16](=[CH:17][CH:18]=[CH:19][CH:20]=3)[C:15]=2[CH:14]=[CH:13][CH:12]=1.[O-]P([O-])([O-])=O.[K+].[K+].[K+].N[C@@H]1CCCC[C@H]1N. Product: [CH3:10][O:9][C:3]1[CH:4]=[CH:5][C:6]([CH3:8])=[CH:7][C:2]=1[N:22]1[C:23]2[CH:11]=[CH:12][CH:13]=[CH:14][C:15]=2[C:16]2[C:21]1=[CH:20][CH:19]=[CH:18][CH:17]=2. The catalyst class is: 185. (2) Reactant: [Br:1][C:2]1[CH:7]=[CH:6][C:5]([O:8][CH3:9])=[C:4]([N+:10]([O-])=O)[CH:3]=1.Cl. The catalyst class is: 186. Product: [Br:1][C:2]1[CH:7]=[CH:6][C:5]([O:8][CH3:9])=[C:4]([NH2:10])[CH:3]=1. (3) Reactant: I[C:2]1[CH:3]=[C:4]([OH:8])[CH:5]=[CH:6][CH:7]=1.[C:9]1(B(O)O)[CH:14]=[CH:13][CH:12]=[CH:11][CH:10]=1.C(=O)([O-])[O-].[Na+].[Na+]. Product: [OH:8][C:4]1[CH:3]=[C:2]([C:9]2[CH:14]=[CH:13][CH:12]=[CH:11][CH:10]=2)[CH:7]=[CH:6][CH:5]=1. The catalyst class is: 234. (4) Reactant: [CH3:1][C:2]1[CH:3]=[CH:4][C:5]([N:11]2[N:15]=[CH:14][CH:13]=[N:12]2)=[C:6]([CH:10]=1)[C:7](O)=[O:8].CN(C=O)C.C(Cl)(=O)C([Cl:24])=O. Product: [CH3:1][C:2]1[CH:3]=[CH:4][C:5]([N:11]2[N:15]=[CH:14][CH:13]=[N:12]2)=[C:6]([CH:10]=1)[C:7]([Cl:24])=[O:8]. The catalyst class is: 2.